This data is from Catalyst prediction with 721,799 reactions and 888 catalyst types from USPTO. The task is: Predict which catalyst facilitates the given reaction. (1) Reactant: [CH2:1]([C:3]([C:17]1[CH:30]=[CH:29][C:20]([O:21][CH2:22][C:23]([OH:28])([CH2:26][CH3:27])[CH2:24][CH3:25])=[C:19]([CH3:31])[CH:18]=1)([C:6]1[S:10][C:9]2[CH:11]=[C:12]([O:15]C)[CH:13]=[CH:14][C:8]=2[CH:7]=1)[CH2:4][CH3:5])[CH3:2].CN(C=O)C. Product: [CH2:1]([C:3]([C:6]1[S:10][C:9]2[CH:11]=[C:12]([OH:15])[CH:13]=[CH:14][C:8]=2[CH:7]=1)([C:17]1[CH:30]=[CH:29][C:20]([O:21][CH2:22][C:23]([CH2:24][CH3:25])([OH:28])[CH2:26][CH3:27])=[C:19]([CH3:31])[CH:18]=1)[CH2:4][CH3:5])[CH3:2]. The catalyst class is: 27. (2) Reactant: [F:1][C:2]1([F:44])[CH2:7][C@H:6]([O:8][C:9]2[CH:14]=[C:13]([F:15])[C:12]([S:16]([N:19](CC3C=CC(OC)=CC=3OC)[C:20]3[CH:25]=[CH:24][N:23]=[CH:22][N:21]=3)(=[O:18])=[O:17])=[C:11]([F:37])[CH:10]=2)[C@@H:5]([C:38]2[N:42]([CH3:43])[N:41]=[CH:40][CH:39]=2)[CH2:4][CH2:3]1.C([SiH](CC)CC)C.FC(F)(F)C(O)=O. Product: [F:44][C:2]1([F:1])[CH2:7][C@H:6]([O:8][C:9]2[CH:14]=[C:13]([F:15])[C:12]([S:16]([NH:19][C:20]3[CH:25]=[CH:24][N:23]=[CH:22][N:21]=3)(=[O:17])=[O:18])=[C:11]([F:37])[CH:10]=2)[C@@H:5]([C:38]2[N:42]([CH3:43])[N:41]=[CH:40][CH:39]=2)[CH2:4][CH2:3]1. The catalyst class is: 4. (3) Reactant: Cl.CN.[CH:4]([N:7](C(C)C)CC)(C)C.[CH3:13][O:14][CH2:15][O:16][C:17]1[CH:18]=[C:19]([CH:23]2[CH2:25][O:24]2)[CH:20]=[CH:21][CH:22]=1.C(OCC)(=O)C. Product: [CH3:13][O:14][CH2:15][O:16][C:17]1[CH:18]=[C:19]([CH:23]([OH:24])[CH2:25][NH:7][CH3:4])[CH:20]=[CH:21][CH:22]=1. The catalyst class is: 5. (4) Reactant: [CH2:1]([N:8]1[C:14](=[O:15])[C:13]2[CH:16]=[CH:17][C:18](F)=[N:19][C:12]=2[O:11][CH2:10][CH2:9]1)[C:2]1[CH:7]=[CH:6][CH:5]=[CH:4][CH:3]=1.[Cl:21][C:22]1[CH:27]=[CH:26][CH:25]=[CH:24][C:23]=1[OH:28].C(=O)([O-])[O-].[K+].[K+].CN(C=O)C. Product: [CH2:1]([N:8]1[C:14](=[O:15])[C:13]2[CH:16]=[CH:17][C:18]([O:28][C:23]3[CH:24]=[CH:25][CH:26]=[CH:27][C:22]=3[Cl:21])=[N:19][C:12]=2[O:11][CH2:10][CH2:9]1)[C:2]1[CH:7]=[CH:6][CH:5]=[CH:4][CH:3]=1. The catalyst class is: 6. (5) Product: [CH3:1][C:2]1[CH:3]=[N:4][C:5]2[C:10]([C:11]=1[C:12]1[CH:13]=[C:14]([CH:15]=[CH:16][CH:17]=1)[O:18][CH2:24][C:25]1[CH:26]=[CH:27][C:28]([CH2:31][C:32]([OH:34])=[O:33])=[CH:29][CH:30]=1)=[CH:9][CH:8]=[CH:7][C:6]=2[C:19]([F:22])([F:20])[F:21]. The catalyst class is: 2. Reactant: [CH3:1][C:2]1[CH:3]=[N:4][C:5]2[C:10]([C:11]=1[C:12]1[CH:13]=[C:14]([OH:18])[CH:15]=[CH:16][CH:17]=1)=[CH:9][CH:8]=[CH:7][C:6]=2[C:19]([F:22])([F:21])[F:20].Br[CH2:24][C:25]1[CH:30]=[CH:29][C:28]([CH2:31][C:32]([OH:34])=[O:33])=[CH:27][CH:26]=1.C([O-])([O-])=O.[Cs+].[Cs+]. (6) Reactant: [C:1]([N:4]1[CH2:9][CH2:8][CH:7]([C:10]([OH:12])=O)[CH2:6][CH2:5]1)(=[O:3])[CH3:2].[OH:13]N1[C:18]2C=CC=[CH:22][C:17]=2N=N1.Cl.[CH2:24](N=C=NCCC[N:32]([CH3:34])C)C.[F:35][C:36]1[CH:42]=[CH:41][C:39](N)=[CH:38][CH:37]=1. Product: [CH:17]([O:12][CH:10]([CH3:7])[CH3:24])([CH3:22])[CH3:18].[C:1]([N:4]1[CH2:5][CH2:6][CH:7]([C:39]2[CH:41]=[CH:42][C:36]([F:35])=[CH:37][CH:38]=2)[CH2:8][CH:9]1[C:34](=[O:13])[NH2:32])(=[O:3])[CH3:2]. The catalyst class is: 4. (7) Reactant: [Cl:1][C:2]1[CH:3]=[CH:4][C:5]([O:24][CH3:25])=[C:6]([S:8]([NH:11][C@@H:12]2[CH2:16][CH2:15][N:14]([C:17](OC(C)(C)C)=O)[CH2:13]2)(=[O:10])=[O:9])[CH:7]=1.C([O-])([O-])=O.[K+].[K+].[Br:32][C:33]1[CH:38]=[CH:37][C:36]([CH2:39]Br)=[CH:35][CH:34]=1.Cl.O1CCOCC1.CC[N:50](C(C)C)C(C)C.BrC#N. Product: [Br:32][C:33]1[CH:38]=[CH:37][C:36]([CH2:39][N:11]([C@@H:12]2[CH2:16][CH2:15][N:14]([C:17]#[N:50])[CH2:13]2)[S:8]([C:6]2[CH:7]=[C:2]([Cl:1])[CH:3]=[CH:4][C:5]=2[O:24][CH3:25])(=[O:9])=[O:10])=[CH:35][CH:34]=1. The catalyst class is: 10. (8) Reactant: [S:1]1[CH2:7][C:5](=[O:6])[NH:4][C:2]1=[S:3].[CH3:8][C:9]1[O:10][C:11]2[CH:17]=[C:16]([CH:18]=O)[CH:15]=[CH:14][C:12]=2[N:13]=1.N1C=CC=CC=1. Product: [CH3:8][C:9]1[O:10][C:11]2[CH:17]=[C:16]([CH:18]=[C:7]3[S:1][C:2](=[S:3])[NH:4][C:5]3=[O:6])[CH:15]=[CH:14][C:12]=2[N:13]=1. The catalyst class is: 8.